Dataset: Retrosynthesis with 50K atom-mapped reactions and 10 reaction types from USPTO. Task: Predict the reactants needed to synthesize the given product. Given the product CC(C)c1ccccc1N1CCN(c2cccc(Cc3ccccc3)c2)[C@@H](C(C)C)C1, predict the reactants needed to synthesize it. The reactants are: CC(C)[C@H]1CNCCN1c1cccc(Cc2ccccc2)c1.CC(C)c1ccccc1Br.